Dataset: Full USPTO retrosynthesis dataset with 1.9M reactions from patents (1976-2016). Task: Predict the reactants needed to synthesize the given product. (1) Given the product [CH3:1][C:2]1[N:3]=[C:4]([C:7]2[N:8]=[C:23]([NH2:24])[C:22]3[CH:21]=[CH:20][S:19][C:18]=3[N:17]=2)[S:5][CH:6]=1, predict the reactants needed to synthesize it. The reactants are: [CH3:1][C:2]1[N:3]=[C:4]([C:7]#[N:8])[S:5][CH:6]=1.NC1SC=CC=1C#N.[NH2:17][C:18]1[S:19][C:20](C)=[CH:21][C:22]=1[C:23]#[N:24]. (2) Given the product [Cl:51][C:14]1[CH:15]=[CH:16][C:10]2[N:9]3[CH:17]=[CH:18][CH:19]=[C:8]3[C:5]3([CH2:6][CH2:7][N:2]([C:23]([C:22]4[CH:26]=[C:27]([O:30][CH3:31])[CH:28]=[CH:29][C:21]=4[F:20])=[O:24])[CH2:3][CH2:4]3)[O:12][C:11]=2[CH:13]=1, predict the reactants needed to synthesize it. The reactants are: Cl[N:2]1[CH2:7][CH2:6][C:5]2([O:12][C:11]3[CH:13]=[CH:14][CH:15]=[CH:16][C:10]=3[N:9]3[CH:17]=[CH:18][CH:19]=[C:8]23)[CH2:4][CH2:3]1.[F:20][C:21]1[CH:29]=[CH:28][C:27]([O:30][CH3:31])=[CH:26][C:22]=1[C:23](O)=[O:24].CCN=C=NCCCN(C)C.CCN(CC)CC.C(Cl)[Cl:51]. (3) Given the product [CH:18]1([CH2:17][O:16][C:13]2[C:12]([C:21]3[CH:26]=[CH:25][CH:24]=[C:23]([N+:27]([O-:29])=[O:28])[CH:22]=3)=[CH:11][C:10]([CH:5]([CH2:6][CH:7]([CH3:9])[CH3:8])[C:4]([OH:30])=[O:3])=[CH:15][CH:14]=2)[CH2:19][CH2:20]1, predict the reactants needed to synthesize it. The reactants are: C([O:3][C:4](=[O:30])[CH:5]([C:10]1[CH:11]=[C:12]([C:21]2[CH:26]=[CH:25][CH:24]=[C:23]([N+:27]([O-:29])=[O:28])[CH:22]=2)[C:13]([O:16][CH2:17][CH:18]2[CH2:20][CH2:19]2)=[CH:14][CH:15]=1)[CH2:6][CH:7]([CH3:9])[CH3:8])C.O.[OH-].[Li+]. (4) Given the product [CH3:5][C:4]([N+:1]([O-:3])=[O:2])([CH3:15])[CH2:6][N:7]1[CH2:12][CH2:11][CH2:10][CH2:9][CH2:8]1, predict the reactants needed to synthesize it. The reactants are: [N+:1]([CH:4]([CH3:6])[CH3:5])([O-:3])=[O:2].[NH:7]1[CH2:12][CH2:11][CH2:10][CH2:9][CH2:8]1.[OH-].[Na+].[CH2:15]=O. (5) Given the product [Cl:1][C:2]1[CH:34]=[CH:33][CH:32]=[C:31]([F:35])[C:3]=1[C:4]([NH:6][C:7]1[CH:15]=[C:14]2[C:10]([C:54]([CH:55]([OH:56])[CH2:57][OH:40])=[N:12][N:13]2[S:16]([C:19]2[CH:24]=[CH:23][CH:22]=[C:21]([C:25]([F:28])([F:27])[F:26])[CH:20]=2)(=[O:18])=[O:17])=[CH:9][CH:8]=1)=[O:5], predict the reactants needed to synthesize it. The reactants are: [Cl:1][C:2]1[CH:34]=[CH:33][CH:32]=[C:31]([F:35])[C:3]=1[C:4]([NH:6][C:7]1[CH:15]=[C:14]2[C:10](C(C=C)=[N:12][N:13]2[S:16]([C:19]2[CH:24]=[CH:23][CH:22]=[C:21]([C:25]([F:28])([F:27])[F:26])[CH:20]=2)(=[O:18])=[O:17])=[CH:9][CH:8]=1)=[O:5].C[N+]1([O-])CC[O:40]CC1.S(=O)(O)[O-].[Na+].C1COCC1.[CH3:54][C:55]([CH3:57])=[O:56].O. (6) Given the product [Br:1][C:2]1[N:7]=[C:6]([C@:8]2([CH3:9])[C@@H:10]([F:17])[C@H:11]([C:12]([F:15])([F:14])[F:13])[O:16][C:19]([NH:21][C:22](=[O:29])[C:23]3[CH:28]=[CH:27][CH:26]=[CH:25][CH:24]=3)=[N:18]2)[C:5]([F:30])=[CH:4][CH:3]=1, predict the reactants needed to synthesize it. The reactants are: [Br:1][C:2]1[N:7]=[C:6]([C@@:8]([NH:18][C:19]([NH:21][C:22](=[O:29])[C:23]2[CH:28]=[CH:27][CH:26]=[CH:25][CH:24]=2)=S)([C@@H:10]([F:17])[C@@H:11]([OH:16])[C:12]([F:15])([F:14])[F:13])[CH3:9])[C:5]([F:30])=[CH:4][CH:3]=1.CCN=C=NCCCN(C)C.Cl. (7) Given the product [C:1]([O:4][CH2:5][CH2:6][CH2:7][O:8][C:9]1[CH:10]=[C:11]2[C:16](=[CH:17][C:18]=1[O:19][CH3:20])[C:15]([C:21](=[O:30])[C:22]1[CH:27]=[CH:26][CH:25]=[C:24]([O:28][CH3:29])[CH:23]=1)=[N:14][CH:13]=[C:12]2[C:31]([OH:35])=[O:32])(=[O:3])[CH3:2], predict the reactants needed to synthesize it. The reactants are: [C:1]([O:4][CH2:5][CH2:6][CH2:7][O:8][C:9]1[CH:10]=[C:11]2[C:16](=[CH:17][C:18]=1[O:19][CH3:20])[C:15]([C:21](=[O:30])[C:22]1[CH:27]=[CH:26][CH:25]=[C:24]([O:28][CH3:29])[CH:23]=1)=[N:14][CH:13]=[C:12]2[CH:31]=[O:32])(=[O:3])[CH3:2].O.P([O-])(O)(O)=[O:35].[Na+].CC(=CC)C.Cl([O-])=O.[Na+]. (8) Given the product [Br:16][C:4]1[CH:5]=[CH:6][C:7]2[C:14](=[O:15])[N:17]([C:18]3[CH:23]=[CH:22][C:21]([CH3:24])=[CH:20][CH:19]=3)[C:11](=[O:13])[C:9]3[C:8]=2[C:3]=1[CH:2]=[CH:1][CH:10]=3, predict the reactants needed to synthesize it. The reactants are: [CH:1]1[CH:10]=[C:9]2[C:11]([O:13][C:14](=[O:15])[C:7]3=[C:8]2[C:3](=[C:4]([Br:16])[CH:5]=[CH:6]3)[CH:2]=1)=O.[NH2:17][C:18]1[CH:23]=[CH:22][C:21]([CH3:24])=[CH:20][CH:19]=1.C(O)(=O)C. (9) Given the product [F:36][C:13]1[CH:14]=[C:15]2[C:10](=[CH:11][CH:12]=1)[CH:9]=[C:8]([CH2:7][C:6]([OH:37])=[O:5])[C:17]([CH3:18])=[C:16]2[C:19]1[CH:20]=[CH:21][C:22]([S:25](=[O:34])(=[O:35])[NH:26][C:27]2[CH:32]=[CH:31][C:30]([F:33])=[CH:29][CH:28]=2)=[CH:23][CH:24]=1, predict the reactants needed to synthesize it. The reactants are: O.[OH-].[Li+].C[O:5][C:6](=[O:37])[CH2:7][C:8]1[C:17]([CH3:18])=[C:16]([C:19]2[CH:24]=[CH:23][C:22]([S:25](=[O:35])(=[O:34])[NH:26][C:27]3[CH:32]=[CH:31][C:30]([F:33])=[CH:29][CH:28]=3)=[CH:21][CH:20]=2)[C:15]2[C:10](=[CH:11][CH:12]=[C:13]([F:36])[CH:14]=2)[CH:9]=1.C1COCC1.O.